This data is from Peptide-MHC class II binding affinity with 134,281 pairs from IEDB. The task is: Regression. Given a peptide amino acid sequence and an MHC pseudo amino acid sequence, predict their binding affinity value. This is MHC class II binding data. (1) The peptide sequence is GELQIVNKIDAAFKI. The MHC is DRB1_1101 with pseudo-sequence DRB1_1101. The binding affinity (normalized) is 0.678. (2) The peptide sequence is VLGLPAIKAWVAKRP. The MHC is DRB1_0901 with pseudo-sequence DRB1_0901. The binding affinity (normalized) is 0.429. (3) The peptide sequence is FERLAITKGKVDPTD. The MHC is HLA-DQA10104-DQB10503 with pseudo-sequence HLA-DQA10104-DQB10503. The binding affinity (normalized) is 0. (4) The MHC is DRB3_0101 with pseudo-sequence DRB3_0101. The binding affinity (normalized) is 0. The peptide sequence is ILVTVNPIASTNDDE. (5) The peptide sequence is GELQIVDKIDAAFKI. The MHC is HLA-DPA10201-DPB10101 with pseudo-sequence HLA-DPA10201-DPB10101. The binding affinity (normalized) is 0.410. (6) The peptide sequence is MGQFISFMQEIPTFL. The MHC is H-2-IAb with pseudo-sequence H-2-IAb. The binding affinity (normalized) is 0.374. (7) The peptide sequence is PYGATISATPEWATP. The MHC is HLA-DPA10103-DPB10301 with pseudo-sequence HLA-DPA10103-DPB10301. The binding affinity (normalized) is 0. (8) The peptide sequence is GEQLYISVISPARSL. The MHC is HLA-DQA10501-DQB10301 with pseudo-sequence HLA-DQA10501-DQB10301. The binding affinity (normalized) is 0.266. (9) The peptide sequence is KASFEEGKCGLNSVD. The MHC is DRB3_0202 with pseudo-sequence DRB3_0202. The binding affinity (normalized) is 0. (10) The peptide sequence is IHLVIHRIRTLIGQE. The MHC is HLA-DQA10501-DQB10302 with pseudo-sequence HLA-DQA10501-DQB10302. The binding affinity (normalized) is 0.362.